The task is: Predict the reactants needed to synthesize the given product.. This data is from Full USPTO retrosynthesis dataset with 1.9M reactions from patents (1976-2016). (1) Given the product [Cl:20][C:3]1[C:4]([CH3:19])=[C:5]([N:8]2[C:12](=[O:13])[C@@H:11]3[C@H:14]([OH:17])[CH2:15][CH2:16][N:10]3[C:9]2=[O:18])[CH:6]=[CH:7][C:2]=1[C:22]#[N:23], predict the reactants needed to synthesize it. The reactants are: Br[C:2]1[CH:7]=[CH:6][C:5]([N:8]2[C:12](=[O:13])[C@@H:11]3[C@H:14]([OH:17])[CH2:15][CH2:16][N:10]3[C:9]2=[O:18])=[C:4]([CH3:19])[C:3]=1[Cl:20].[Cu](C#N)[C:22]#[N:23]. (2) Given the product [Cl:20][C:3]1[C:2]([C:26]2[CH:25]=[CH:24][CH:23]=[C:22]([F:21])[CH:27]=2)=[CH:7][N:6]=[C:5]2[N:8]([S:11]([C:14]3[CH:19]=[CH:18][CH:17]=[CH:16][CH:15]=3)(=[O:13])=[O:12])[CH:9]=[CH:10][C:4]=12, predict the reactants needed to synthesize it. The reactants are: Br[C:2]1[C:3]([Cl:20])=[C:4]2[CH:10]=[CH:9][N:8]([S:11]([C:14]3[CH:19]=[CH:18][CH:17]=[CH:16][CH:15]=3)(=[O:13])=[O:12])[C:5]2=[N:6][CH:7]=1.[F:21][C:22]1[CH:23]=[C:24](B(O)O)[CH:25]=[CH:26][CH:27]=1.C([O-])([O-])=O.[K+].[K+].C1(C)C=CC=CC=1. (3) Given the product [CH2:17]([NH:24][CH:11]1[CH2:12][CH2:13][C:7]2[C:6]([O:15][CH3:16])=[CH:5][CH:4]=[C:3]([O:2][CH3:1])[C:8]=2[CH2:9][CH2:10]1)[C:18]1[CH:23]=[CH:22][CH:21]=[CH:20][CH:19]=1, predict the reactants needed to synthesize it. The reactants are: [CH3:1][O:2][C:3]1[C:8]2[CH2:9][CH2:10][C:11](=O)[CH2:12][CH2:13][C:7]=2[C:6]([O:15][CH3:16])=[CH:5][CH:4]=1.[CH2:17]([NH2:24])[C:18]1[CH:23]=[CH:22][CH:21]=[CH:20][CH:19]=1.O.C1(C)C=CC(S(O)(=O)=O)=CC=1. (4) Given the product [OH:11][CH2:10][C@H:9]([NH:8][C:4]1[CH:3]=[C:2]([C:26]2[CH:27]=[C:28]3[CH2:34][C:33](=[O:35])[NH:32][C:29]3=[N:30][CH:31]=2)[CH:7]=[N:6][CH:5]=1)[C:12]1[CH:17]=[CH:16][CH:15]=[CH:14][CH:13]=1, predict the reactants needed to synthesize it. The reactants are: Br[C:2]1[CH:3]=[C:4]([NH:8][C@H:9]([C:12]2[CH:17]=[CH:16][CH:15]=[CH:14][CH:13]=2)[CH2:10][OH:11])[CH:5]=[N:6][CH:7]=1.CC1(C)C(C)(C)OB([C:26]2[CH:27]=[C:28]3[CH2:34][C:33](=[O:35])[NH:32][C:29]3=[N:30][CH:31]=2)O1.C(=O)([O-])[O-].[K+].[K+].